From a dataset of Peptide-MHC class I binding affinity with 185,985 pairs from IEDB/IMGT. Regression. Given a peptide amino acid sequence and an MHC pseudo amino acid sequence, predict their binding affinity value. This is MHC class I binding data. (1) The peptide sequence is IRFPKTFGY. The MHC is Mamu-B8301 with pseudo-sequence Mamu-B8301. The binding affinity (normalized) is 0. (2) The peptide sequence is ISFDDIAVL. The MHC is H-2-Db with pseudo-sequence H-2-Db. The binding affinity (normalized) is 0.0650.